This data is from Forward reaction prediction with 1.9M reactions from USPTO patents (1976-2016). The task is: Predict the product of the given reaction. (1) Given the reactants C([O-])(O)=[O:2].[Na+].[OH:6][CH2:7][C@@H:8]1[O:13][CH2:12][CH2:11][N:10]([C:14]([O:16][C:17]([CH3:20])([CH3:19])[CH3:18])=[O:15])[CH2:9]1.[Na+].[Br-].ClN1C(=O)N(Cl)C(=O)N(Cl)C1=O, predict the reaction product. The product is: [C:17]([O:16][C:14]([N:10]1[CH2:11][CH2:12][O:13][C@@H:8]([C:7]([OH:2])=[O:6])[CH2:9]1)=[O:15])([CH3:20])([CH3:19])[CH3:18]. (2) Given the reactants Br[C:2]1[N:6]([CH:7]([CH3:9])[CH3:8])[C:5]2[CH:10]([C:23]3[CH:28]=[CH:27][C:26]([Cl:29])=[C:25]([F:30])[CH:24]=3)[N:11]([C:14]3[C:15](=[O:22])[N:16]([CH3:21])[CH:17]=[C:18]([Cl:20])[CH:19]=3)[C:12](=[O:13])[C:4]=2[CH:3]=1.[CH3:31][O:32][C:33]1[N:38]=[C:37]([O:39][CH3:40])[C:36](B(O)O)=[CH:35][N:34]=1.BrC1N(C(C)C)C2C(C3C=CC(Cl)=CC=3)N(C3C=C(Cl)C=CC=3C)C(=O)C=2C=1.COC1C(B2OC(C)(C)C(C)(C)O2)=CN=C(N)N=1, predict the reaction product. The product is: [Cl:29][C:26]1[CH:27]=[CH:28][C:23]([CH:10]2[C:5]3[N:6]([CH:7]([CH3:9])[CH3:8])[C:2]([C:36]4[C:37]([O:39][CH3:40])=[N:38][C:33]([O:32][CH3:31])=[N:34][CH:35]=4)=[CH:3][C:4]=3[C:12](=[O:13])[N:11]2[C:14]2[C:15](=[O:22])[N:16]([CH3:21])[CH:17]=[C:18]([Cl:20])[CH:19]=2)=[CH:24][C:25]=1[F:30]. (3) Given the reactants [CH3:1][N:2]([CH3:31])[CH2:3][CH2:4][N:5]1[C:9]2=[CH:10][CH:11]=[C:12]3[C:17]([N:16]=[C:15]([C:18]4[CH:24]=[CH:23][C:21]([NH2:22])=[CH:20][CH:19]=4)[N:14]=[C:13]3[N:25]3[CH2:30][CH2:29][O:28][CH2:27][CH2:26]3)=[C:8]2[CH:7]=[CH:6]1.[C:32]1([N:38]=[C:39]=[O:40])[CH:37]=[CH:36][CH:35]=[CH:34][CH:33]=1, predict the reaction product. The product is: [CH3:1][N:2]([CH3:31])[CH2:3][CH2:4][N:5]1[C:9]2=[CH:10][CH:11]=[C:12]3[C:17]([N:16]=[C:15]([C:18]4[CH:19]=[CH:20][C:21]([NH:22][C:39]([NH:38][C:32]5[CH:37]=[CH:36][CH:35]=[CH:34][CH:33]=5)=[O:40])=[CH:23][CH:24]=4)[N:14]=[C:13]3[N:25]3[CH2:30][CH2:29][O:28][CH2:27][CH2:26]3)=[C:8]2[CH:7]=[CH:6]1.